This data is from Catalyst prediction with 721,799 reactions and 888 catalyst types from USPTO. The task is: Predict which catalyst facilitates the given reaction. Reactant: Cl[C:2]1[C:7]([C:8]#[N:9])=[C:6]([C:10]2[CH:15]=[CH:14][C:13]([O:16][CH2:17][CH2:18][OH:19])=[CH:12][CH:11]=2)[C:5]([C:20]#[N:21])=[C:4]([S:22][CH2:23][C:24]2[N:25]=[C:26]([C:29]3[CH:34]=[CH:33][C:32]([Cl:35])=[CH:31][CH:30]=3)[S:27][CH:28]=2)[N:3]=1.[F:36][C:37]([F:41])([F:40])[CH2:38][NH2:39]. Product: [Cl:35][C:32]1[CH:33]=[CH:34][C:29]([C:26]2[S:27][CH:28]=[C:24]([CH2:23][S:22][C:4]3[C:5]([C:20]#[N:21])=[C:6]([C:10]4[CH:11]=[CH:12][C:13]([O:16][CH2:17][CH2:18][OH:19])=[CH:14][CH:15]=4)[C:7]([C:8]#[N:9])=[C:2]([NH:39][CH2:38][C:37]([F:41])([F:40])[F:36])[N:3]=3)[N:25]=2)=[CH:30][CH:31]=1. The catalyst class is: 7.